Dataset: Full USPTO retrosynthesis dataset with 1.9M reactions from patents (1976-2016). Task: Predict the reactants needed to synthesize the given product. Given the product [Br:1][C:2]1[CH:7]=[CH:6][CH:5]=[CH:4][C:3]=1[CH2:8][N:9]1[C:10]([OH:30])=[C:11]([C:26]([NH:37][CH:31]2[CH2:36][CH2:35][CH2:34][CH2:33][CH2:32]2)=[O:28])[C:12]([OH:25])=[C:13]([C:16]([NH:18][CH2:19][C:20]([OH:22])=[O:21])=[O:17])[C:14]1=[O:15], predict the reactants needed to synthesize it. The reactants are: [Br:1][C:2]1[CH:7]=[CH:6][CH:5]=[CH:4][C:3]=1[CH2:8][N:9]1[C:14](=[O:15])[C:13]([C:16]([NH:18][CH2:19][C:20]([O:22]CC)=[O:21])=[O:17])=[C:12]([OH:25])[C:11]([C:26]([O:28]C)=O)=[C:10]1[OH:30].[CH:31]1([NH2:37])[CH2:36][CH2:35][CH2:34][CH2:33][CH2:32]1.Cl.